This data is from CYP3A4 inhibition data for predicting drug metabolism from PubChem BioAssay. The task is: Regression/Classification. Given a drug SMILES string, predict its absorption, distribution, metabolism, or excretion properties. Task type varies by dataset: regression for continuous measurements (e.g., permeability, clearance, half-life) or binary classification for categorical outcomes (e.g., BBB penetration, CYP inhibition). Dataset: cyp3a4_veith. (1) The compound is CC(=O)Nc1nc2ncc(C=O)nc2c(=O)[nH]1. The result is 0 (non-inhibitor). (2) The compound is N/C(=N\N=C/c1ccc(-c2ccc(O)c(C(=O)O)c2)o1)N[N+](=O)[O-]. The result is 0 (non-inhibitor). (3) The molecule is CCNc1nc(NC(C)C)nc(SCCOc2ccc(C)cc2)n1. The result is 1 (inhibitor). (4) The drug is CCCc1nn2c(=O)c(C(c3ccc(C)cc3)c3c(O)nc4sc(CCC)nn4c3=O)c(O)nc2s1. The result is 0 (non-inhibitor). (5) The molecule is CC1(C)N=C(N)N=C(N)N1c1cccc(CSc2ccccc2)c1. The result is 0 (non-inhibitor). (6) The compound is CN(C)C(=O)c1ccc(-c2cncnc2NCc2cccs2)cc1. The result is 1 (inhibitor). (7) The compound is CC(C)Cn1c(-c2csc3c2CCCC3)n[nH]c1=S. The result is 1 (inhibitor). (8) The compound is NC(=O)C1(N2CCCCC2)CCN(C(=O)c2cccn3c(=O)c4cc(Cl)ccc4nc23)CC1. The result is 1 (inhibitor). (9) The molecule is CCOC(=O)CC(=O)Nc1ccccc1C(=O)O. The result is 0 (non-inhibitor). (10) The compound is CC1(C)CC(Nc2ccc(Nc3ccccc3)cc2)CC(C)(C)N1. The result is 0 (non-inhibitor).